Dataset: Full USPTO retrosynthesis dataset with 1.9M reactions from patents (1976-2016). Task: Predict the reactants needed to synthesize the given product. Given the product [Cl:1][CH2:2][O:3][C:4]([N:7]1[CH2:12][CH2:11][O:10][CH2:9][CH2:8]1)=[O:5], predict the reactants needed to synthesize it. The reactants are: [Cl:1][CH2:2][O:3][C:4](Cl)=[O:5].[NH:7]1[CH2:12][CH2:11][O:10][CH2:9][CH2:8]1.